From a dataset of Catalyst prediction with 721,799 reactions and 888 catalyst types from USPTO. Predict which catalyst facilitates the given reaction. (1) Reactant: [Br:1][C:2]1[CH:3]=[C:4]2[C:9](=[CH:10][CH:11]=1)[C:8](=[O:12])[N:7]([CH2:13][C:14]1[CH:19]=[CH:18][C:17]([S:20]([CH3:23])(=[O:22])=[O:21])=[CH:16][CH:15]=1)[C:6]([C:24](Cl)=[O:25])=[C:5]2[C:27]1[CH:32]=[CH:31][CH:30]=[CH:29][CH:28]=1.Cl.[CH3:34][NH:35][O:36][CH3:37].C(N(CC)CC)C. Product: [CH3:37][O:36][N:35]([CH3:34])[C:24]([C:6]1[N:7]([CH2:13][C:14]2[CH:19]=[CH:18][C:17]([S:20]([CH3:23])(=[O:22])=[O:21])=[CH:16][CH:15]=2)[C:8](=[O:12])[C:9]2[C:4]([C:5]=1[C:27]1[CH:32]=[CH:31][CH:30]=[CH:29][CH:28]=1)=[CH:3][C:2]([Br:1])=[CH:11][CH:10]=2)=[O:25]. The catalyst class is: 2. (2) Reactant: [F:1][C:2]1([F:34])[CH2:7][CH2:6][CH:5]([CH2:8][C:9]2[N:13]3[C:14]([CH3:29])=[CH:15][C:16]([C:20]([NH:22][CH:23]4[CH2:28][CH2:27][O:26][CH2:25][CH2:24]4)=[O:21])=[C:17]([O:18]C)[C:12]3=[N:11][C:10]=2[C:30]([F:33])([F:32])[F:31])[CH2:4][CH2:3]1.C(S)CCCCCCCCCCC.CC(C)([O-])C.[K+].[Cl-].[NH4+]. Product: [F:34][C:2]1([F:1])[CH2:7][CH2:6][CH:5]([CH2:8][C:9]2[N:13]3[C:14]([CH3:29])=[CH:15][C:16]([C:20]([NH:22][CH:23]4[CH2:28][CH2:27][O:26][CH2:25][CH2:24]4)=[O:21])=[C:17]([OH:18])[C:12]3=[N:11][C:10]=2[C:30]([F:31])([F:33])[F:32])[CH2:4][CH2:3]1. The catalyst class is: 16. (3) Reactant: [CH3:1][N:2]1[C:6]([CH2:7][O:8][CH:9]2[CH2:14][CH2:13][CH2:12][CH2:11][O:10]2)=[CH:5][C:4]([N+:15]([O-])=O)=[N:3]1.O1CCCC1. Product: [CH3:1][N:2]1[C:6]([CH2:7][O:8][CH:9]2[CH2:14][CH2:13][CH2:12][CH2:11][O:10]2)=[CH:5][C:4]([NH2:15])=[N:3]1. The catalyst class is: 349. (4) Reactant: [N+:1]([C:4]1[CH:12]=[C:11]2[C:7]([C:8]([C:13]3[CH2:18][CH2:17][C:16](=O)[CH2:15][CH:14]=3)=[CH:9][NH:10]2)=[CH:6][CH:5]=1)([O-:3])=[O:2].CC(O)=O.[CH2:24]([NH2:27])[CH2:25][CH3:26].[BH-](OC(C)=O)(OC(C)=O)OC(C)=O.[Na+].[OH-].[Na+]. Product: [N+:1]([C:4]1[CH:12]=[C:11]2[C:7]([C:8]([C:13]3[CH2:18][CH2:17][CH:16]([NH:27][CH2:24][CH2:25][CH3:26])[CH2:15][CH:14]=3)=[CH:9][NH:10]2)=[CH:6][CH:5]=1)([O-:3])=[O:2]. The catalyst class is: 26. (5) Reactant: [CH3:1][O:2][C:3]1[C:12]([O:13][CH3:14])=[C:11]([O:15][CH3:16])[CH:10]=[C:9]2[C:4]=1[CH:5]=[CH:6][C:7]([CH:17]=[CH2:18])=[CH:8]2.B.[OH-:20].[Na+].OO. Product: [OH:20][CH2:18][CH2:17][C:7]1[CH:6]=[CH:5][C:4]2[C:9](=[CH:10][C:11]([O:15][CH3:16])=[C:12]([O:13][CH3:14])[C:3]=2[O:2][CH3:1])[CH:8]=1. The catalyst class is: 20. (6) Reactant: [OH:1][CH2:2][C:3]1([N:16]2[CH2:21][CH2:20][CH2:19][NH:18][C:17]2=[O:22])[CH2:8][CH2:7][N:6](CC2C=CC=CC=2)[CH2:5][CH2:4]1.[H][H]. Product: [OH:1][CH2:2][C:3]1([N:16]2[CH2:21][CH2:20][CH2:19][NH:18][C:17]2=[O:22])[CH2:4][CH2:5][NH:6][CH2:7][CH2:8]1. The catalyst class is: 19.